Dataset: Full USPTO retrosynthesis dataset with 1.9M reactions from patents (1976-2016). Task: Predict the reactants needed to synthesize the given product. (1) Given the product [CH3:31][O:32][C:33]1[C:38]([O:39][CH3:40])=[CH:37][CH:36]=[CH:35][C:34]=1[C:7]1[C:12]2[O:13][CH:14]([CH2:17][O:18][S:19]([C:22]3[CH:23]=[CH:24][C:25]([CH3:28])=[CH:26][CH:27]=3)(=[O:21])=[O:20])[CH2:15][O:16][C:11]=2[CH:10]=[CH:9][CH:8]=1, predict the reactants needed to synthesize it. The reactants are: FC(F)(F)S(O[C:7]1[C:12]2[O:13][CH:14]([CH2:17][O:18][S:19]([C:22]3[CH:27]=[CH:26][C:25]([CH3:28])=[CH:24][CH:23]=3)(=[O:21])=[O:20])[CH2:15][O:16][C:11]=2[CH:10]=[CH:9][CH:8]=1)(=O)=O.[CH3:31][O:32][C:33]1[C:38]([O:39][CH3:40])=[CH:37][CH:36]=[CH:35][C:34]=1B(O)O. (2) Given the product [F:1][C:2]1[C:7]([C:8]([F:9])([F:11])[F:10])=[CH:6][CH:5]=[CH:4][C:3]=1[C:12](=[N:19][O:20][CH2:21][C:22]1[N:27]=[C:26]([NH:28][C:36](=[O:42])[CH2:37][CH2:38][CH2:39][CH2:40][CH3:41])[CH:25]=[CH:24][CH:23]=1)[C:13]1[N:17]([CH3:18])[N:16]=[N:15][N:14]=1, predict the reactants needed to synthesize it. The reactants are: [F:1][C:2]1[C:7]([C:8]([F:11])([F:10])[F:9])=[CH:6][CH:5]=[CH:4][C:3]=1[C:12](=[N:19][O:20][CH2:21][C:22]1[N:27]=[C:26]([NH2:28])[CH:25]=[CH:24][CH:23]=1)[C:13]1[N:17]([CH3:18])[N:16]=[N:15][N:14]=1.C(N(CC)CC)C.[C:36](Cl)(=[O:42])[CH2:37][CH2:38][CH2:39][CH2:40][CH3:41]. (3) Given the product [Cl:1][C:2]1[CH:3]=[CH:4][C:5]([S:8]([N:11]([CH2:20][C:21]2[CH:22]=[CH:23][C:24]([C:25]([NH:34][CH:31]3[CH2:33][CH2:32]3)=[O:26])=[C:28]([CH3:36])[CH:29]=2)[CH2:12][C:13]2[CH:18]=[CH:17][CH:16]=[CH:15][C:14]=2[F:19])(=[O:9])=[O:10])=[CH:6][CH:7]=1, predict the reactants needed to synthesize it. The reactants are: [Cl:1][C:2]1[CH:7]=[CH:6][C:5]([S:8]([N:11]([CH2:20][C:21]2[CH:29]=[CH:28][C:24]([C:25](O)=[O:26])=[CH:23][CH:22]=2)[CH2:12][C:13]2[CH:18]=[CH:17][CH:16]=[CH:15][C:14]=2[F:19])(=[O:10])=[O:9])=[CH:4][CH:3]=1.Cl.[CH:31]1([NH:34]C)[CH2:33][CH2:32]1.[CH2:36](N(CC)CC)C.CCN=C=NCCCN(C)C.Cl. (4) Given the product [Br:13][CH2:12][C:10]1[CH:9]=[CH:8][C:3]([C:4]([O:6][CH3:7])=[O:5])=[C:2]([F:1])[CH:11]=1, predict the reactants needed to synthesize it. The reactants are: [F:1][C:2]1[CH:11]=[C:10]([CH3:12])[CH:9]=[CH:8][C:3]=1[C:4]([O:6][CH3:7])=[O:5].[Br:13]N1C(=O)CCC1=O.C(OOC(=O)C1C=CC=CC=1)(=O)C1C=CC=CC=1. (5) Given the product [CH2:16]([C:5]1[CH:4]=[C:12]([N+:13]([O-:15])=[O:14])[CH:11]=[CH:10][C:6]=1[C:7]([OH:9])=[O:8])[C:17]1[CH:22]=[CH:21][CH:20]=[CH:19][CH:18]=1, predict the reactants needed to synthesize it. The reactants are: [OH-].[Na+].C[C:4]1[C:5]([CH2:16][C:17]2[CH:22]=[CH:21][CH:20]=[CH:19][CH:18]=2)=[C:6]([CH:10]=[CH:11][C:12]=1[N+:13]([O-:15])=[O:14])[C:7]([OH:9])=[O:8]. (6) Given the product [C@@H:1]1([NH2:8])[CH2:6][CH2:5][CH2:4][CH2:3][C@H:2]1[NH2:7].[C:9]([OH:18])(=[O:17])[CH:10]([CH:12]([C:14]([OH:16])=[O:15])[OH:13])[OH:11], predict the reactants needed to synthesize it. The reactants are: [CH:1]1([NH2:8])[CH2:6][CH2:5][CH2:4][CH2:3][CH:2]1[NH2:7].[C:9]([OH:18])(=[O:17])[CH:10]([CH:12]([C:14]([OH:16])=[O:15])[OH:13])[OH:11].